Dataset: NCI-60 drug combinations with 297,098 pairs across 59 cell lines. Task: Regression. Given two drug SMILES strings and cell line genomic features, predict the synergy score measuring deviation from expected non-interaction effect. (1) Drug 1: C1=CC(=CC=C1CCCC(=O)O)N(CCCl)CCCl. Drug 2: C1CC(=O)NC(=O)C1N2C(=O)C3=CC=CC=C3C2=O. Cell line: U251. Synergy scores: CSS=20.0, Synergy_ZIP=1.16, Synergy_Bliss=1.36, Synergy_Loewe=-6.98, Synergy_HSA=-2.54. (2) Drug 1: CC(C1=C(C=CC(=C1Cl)F)Cl)OC2=C(N=CC(=C2)C3=CN(N=C3)C4CCNCC4)N. Drug 2: CC1CCCC2(C(O2)CC(NC(=O)CC(C(C(=O)C(C1O)C)(C)C)O)C(=CC3=CSC(=N3)C)C)C. Cell line: A549. Synergy scores: CSS=23.4, Synergy_ZIP=1.43, Synergy_Bliss=7.10, Synergy_Loewe=3.82, Synergy_HSA=6.17. (3) Drug 1: CC1=C(C=C(C=C1)C(=O)NC2=CC(=CC(=C2)C(F)(F)F)N3C=C(N=C3)C)NC4=NC=CC(=N4)C5=CN=CC=C5. Drug 2: CC12CCC3C(C1CCC2OP(=O)(O)O)CCC4=C3C=CC(=C4)OC(=O)N(CCCl)CCCl.[Na+]. Cell line: HT29. Synergy scores: CSS=10.3, Synergy_ZIP=0.373, Synergy_Bliss=2.21, Synergy_Loewe=0.957, Synergy_HSA=1.37. (4) Drug 1: CN(C)N=NC1=C(NC=N1)C(=O)N. Drug 2: CC1=C(C(=CC=C1)Cl)NC(=O)C2=CN=C(S2)NC3=CC(=NC(=N3)C)N4CCN(CC4)CCO. Cell line: IGROV1. Synergy scores: CSS=54.1, Synergy_ZIP=-1.48, Synergy_Bliss=0.662, Synergy_Loewe=2.94, Synergy_HSA=5.07. (5) Drug 1: C1=CC(=C2C(=C1NCCNCCO)C(=O)C3=C(C=CC(=C3C2=O)O)O)NCCNCCO. Drug 2: C1=CC=C(C(=C1)C(C2=CC=C(C=C2)Cl)C(Cl)Cl)Cl. Cell line: SR. Synergy scores: CSS=71.3, Synergy_ZIP=3.30, Synergy_Bliss=3.13, Synergy_Loewe=-25.2, Synergy_HSA=3.28. (6) Drug 1: CNC(=O)C1=CC=CC=C1SC2=CC3=C(C=C2)C(=NN3)C=CC4=CC=CC=N4. Drug 2: CN(C)N=NC1=C(NC=N1)C(=O)N. Cell line: RPMI-8226. Synergy scores: CSS=3.52, Synergy_ZIP=2.96, Synergy_Bliss=10.0, Synergy_Loewe=3.61, Synergy_HSA=4.43. (7) Drug 1: CC12CCC(CC1=CCC3C2CCC4(C3CC=C4C5=CN=CC=C5)C)O. Drug 2: CC=C1C(=O)NC(C(=O)OC2CC(=O)NC(C(=O)NC(CSSCCC=C2)C(=O)N1)C(C)C)C(C)C. Cell line: SN12C. Synergy scores: CSS=40.5, Synergy_ZIP=1.18, Synergy_Bliss=2.36, Synergy_Loewe=0.973, Synergy_HSA=1.01. (8) Drug 1: C1CCC(C1)C(CC#N)N2C=C(C=N2)C3=C4C=CNC4=NC=N3. Drug 2: C1=NC2=C(N1)C(=S)N=CN2. Cell line: LOX IMVI. Synergy scores: CSS=21.0, Synergy_ZIP=-4.59, Synergy_Bliss=-6.55, Synergy_Loewe=-4.98, Synergy_HSA=-4.72.